Dataset: Full USPTO retrosynthesis dataset with 1.9M reactions from patents (1976-2016). Task: Predict the reactants needed to synthesize the given product. (1) Given the product [C:19]([C:23]1[CH:28]=[CH:27][C:26]([S:29]([NH:1][CH2:2][C:3]2[CH:17]=[CH:16][C:6]([C:7]([NH:9][C:10]3[CH:11]=[N:12][CH:13]=[CH:14][CH:15]=3)=[O:8])=[C:5]([CH3:18])[CH:4]=2)(=[O:31])=[O:30])=[CH:25][CH:24]=1)([CH3:22])([CH3:20])[CH3:21], predict the reactants needed to synthesize it. The reactants are: [NH2:1][CH2:2][C:3]1[CH:17]=[CH:16][C:6]([C:7]([NH:9][C:10]2[CH:11]=[N:12][CH:13]=[CH:14][CH:15]=2)=[O:8])=[C:5]([CH3:18])[CH:4]=1.[C:19]([C:23]1[CH:28]=[CH:27][C:26]([S:29](Cl)(=[O:31])=[O:30])=[CH:25][CH:24]=1)([CH3:22])([CH3:21])[CH3:20]. (2) The reactants are: [CH2:1]([O:8][C:9]1[N:14]=[C:13]([NH2:15])[C:12]([N+:16]([O-])=O)=[CH:11][CH:10]=1)[C:2]1[CH:7]=[CH:6][CH:5]=[CH:4][CH:3]=1. Given the product [CH2:1]([O:8][C:9]1[N:14]=[C:13]([NH2:15])[C:12]([NH2:16])=[CH:11][CH:10]=1)[C:2]1[CH:3]=[CH:4][CH:5]=[CH:6][CH:7]=1, predict the reactants needed to synthesize it. (3) Given the product [C:14]([O:18][C:19]([N:21]1[CH2:26][CH2:25][N:24]([CH2:1][C:3]2[CH:4]=[CH:5][C:6]3[O:11][CH2:10][C:9](=[O:12])[NH:8][C:7]=3[CH:13]=2)[CH2:23][CH2:22]1)=[O:20])([CH3:17])([CH3:15])[CH3:16], predict the reactants needed to synthesize it. The reactants are: [CH:1]([C:3]1[CH:4]=[CH:5][C:6]2[O:11][CH2:10][C:9](=[O:12])[NH:8][C:7]=2[CH:13]=1)=O.[C:14]([O:18][C:19]([N:21]1[CH2:26][CH2:25][NH:24][CH2:23][CH2:22]1)=[O:20])([CH3:17])([CH3:16])[CH3:15].C(O[BH-](OC(=O)C)OC(=O)C)(=O)C.[Na+]. (4) Given the product [CH3:29][N:21]([CH3:20])[C:22]([CH3:23])([CH2:26][O:8][Si:1]([C:4]([CH3:7])([CH3:6])[CH3:5])([CH3:3])[CH3:2])[C:27]#[N:28], predict the reactants needed to synthesize it. The reactants are: [Si:1]([O:8]CC(=O)C)([C:4]([CH3:7])([CH3:6])[CH3:5])([CH3:3])[CH3:2].Cl.CNC.[C-]#N.[K+].[CH3:20][N:21]([CH3:29])[C:22]1([C:27]#[N:28])[CH2:26]CC[CH2:23]1. (5) Given the product [CH3:1][O:2][C:3](=[O:12])[C:4]1[C:9]([N+:13]([O-:15])=[O:14])=[CH:8][CH:7]=[C:6]([Cl:10])[C:5]=1[Cl:11], predict the reactants needed to synthesize it. The reactants are: [CH3:1][O:2][C:3](=[O:12])[C:4]1[CH:9]=[CH:8][CH:7]=[C:6]([Cl:10])[C:5]=1[Cl:11].[N+:13]([O-])([OH:15])=[O:14].O. (6) Given the product [OH:2][C:3]1[CH:4]=[C:5]2[C:10](=[CH:11][CH:12]=1)[CH:9]=[C:8]([CH:13]=[O:14])[CH:7]=[CH:6]2, predict the reactants needed to synthesize it. The reactants are: C[O:2][C:3]1[CH:4]=[C:5]2[C:10](=[CH:11][CH:12]=1)[CH:9]=[C:8]([CH:13]=[O:14])[CH:7]=[CH:6]2.Cl.N1C=CC=CC=1. (7) The reactants are: [O:1]=[C:2]1[C@@H:8]([NH:9][C:10](=[O:16])[O:11][C:12]([CH3:15])([CH3:14])[CH3:13])[CH2:7][CH2:6][CH2:5][CH2:4][NH:3]1.[Li+].C[Si]([N-][Si](C)(C)C)(C)C.Br[CH2:28][C:29]([O:31][CH3:32])=[O:30]. Given the product [C:12]([O:11][C:10]([NH:9][C@H:8]1[CH2:7][CH2:6][CH2:5][CH2:4][N:3]([CH2:28][C:29]([O:31][CH3:32])=[O:30])[C:2]1=[O:1])=[O:16])([CH3:13])([CH3:15])[CH3:14], predict the reactants needed to synthesize it.